Task: Regression. Given a peptide amino acid sequence and an MHC pseudo amino acid sequence, predict their binding affinity value. This is MHC class II binding data.. Dataset: Peptide-MHC class II binding affinity with 134,281 pairs from IEDB (1) The peptide sequence is NNVVQALTSLGLLYT. The MHC is DRB1_1302 with pseudo-sequence DRB1_1302. The binding affinity (normalized) is 0.537. (2) The peptide sequence is LQFNQMMNPSHVKFL. The MHC is DRB1_0405 with pseudo-sequence DRB1_0405. The binding affinity (normalized) is 0.827.